Dataset: Reaction yield outcomes from USPTO patents with 853,638 reactions. Task: Predict the reaction yield, written as a fraction of the theoretical maximum amount of product (1.0 means a 100% yield; for example, 0.34 means a 34% yield). (1) The reactants are [C:1]([C:5]1[N:6]=[C:7]([NH:10][C:11]([C:13]2[CH:45]=[CH:44][N:16]3[C:17](=[O:43])[C:18](/[CH:34]=[CH:35]/[C:36]([O:38][C:39]([CH3:42])([CH3:41])[CH3:40])=[O:37])=[C:19]([N:21]4[CH2:26][CH2:25][CH2:24][C@@H:23]([O:27][C:28]([NH:30][CH2:31][CH2:32]Cl)=[O:29])[CH2:22]4)[N:20]=[C:15]3[CH:14]=2)=[O:12])[S:8][CH:9]=1)([CH3:4])([CH3:3])[CH3:2].[NH:46]1[CH2:50][CH2:49][CH2:48][CH2:47]1.C(=O)([O-])O.[Na+]. The catalyst is CN(C=O)C. The product is [C:1]([C:5]1[N:6]=[C:7]([NH:10][C:11]([C:13]2[CH:45]=[CH:44][N:16]3[C:17](=[O:43])[C:18](/[CH:34]=[CH:35]/[C:36]([O:38][C:39]([CH3:42])([CH3:41])[CH3:40])=[O:37])=[C:19]([N:21]4[CH2:26][CH2:25][CH2:24][C@@H:23]([O:27][C:28]([NH:30][CH2:31][CH2:32][N:46]5[CH2:50][CH2:49][CH2:48][CH2:47]5)=[O:29])[CH2:22]4)[N:20]=[C:15]3[CH:14]=2)=[O:12])[S:8][CH:9]=1)([CH3:4])([CH3:3])[CH3:2]. The yield is 0.757. (2) The reactants are [Cl:1][C:2]1[CH:3]=[CH:4][C:5]2[N:28]3[C:29]([CH:32]=[O:33])=[CH:30][CH:31]=[C:27]3[C:8]3([CH2:13][CH2:12][N:11]([C:14](=[O:26])[C:15]4[CH:20]=[CH:19][C:18]([O:21][CH:22]([CH3:24])[CH3:23])=[C:17]([CH3:25])[CH:16]=4)[CH2:10][CH2:9]3)[O:7][C:6]=2[CH:34]=1.[Mn]([O-])(=O)(=O)=[O:36].[K+]. The catalyst is CC(C)=O.O. The product is [Cl:1][C:2]1[CH:3]=[CH:4][C:5]2[N:28]3[C:29]([C:32]([OH:36])=[O:33])=[CH:30][CH:31]=[C:27]3[C:8]3([CH2:13][CH2:12][N:11]([C:14](=[O:26])[C:15]4[CH:20]=[CH:19][C:18]([O:21][CH:22]([CH3:24])[CH3:23])=[C:17]([CH3:25])[CH:16]=4)[CH2:10][CH2:9]3)[O:7][C:6]=2[CH:34]=1. The yield is 0.130. (3) The reactants are [CH3:1][C:2]1[N:3]=[C:4]([C:7]2([N:13]([C:17]3[CH:22]=[CH:21][CH:20]=[CH:19][CH:18]=3)[C:14](=[O:16])[CH3:15])[CH2:12][CH2:11][NH:10][CH2:9][CH2:8]2)[S:5][CH:6]=1.C(N(CC)CC)C.[C:30]1([S:36](Cl)(=[O:38])=[O:37])[CH:35]=[CH:34][CH:33]=[CH:32][CH:31]=1.C(OCC)(=O)C. The catalyst is O1CCCC1. The product is [CH3:1][C:2]1[N:3]=[C:4]([C:7]2([N:13]([C:17]3[CH:18]=[CH:19][CH:20]=[CH:21][CH:22]=3)[C:14](=[O:16])[CH3:15])[CH2:12][CH2:11][N:10]([S:36]([C:30]3[CH:35]=[CH:34][CH:33]=[CH:32][CH:31]=3)(=[O:38])=[O:37])[CH2:9][CH2:8]2)[S:5][CH:6]=1. The yield is 0.260. (4) The product is [Cl:18][CH2:17][O:13][C:5]1[C:4]([CH:1]([CH3:3])[CH3:2])=[CH:9][CH:8]=[CH:7][C:6]=1[CH:10]([CH3:12])[CH3:11]. The yield is 0.850. The catalyst is C1COCC1. The reactants are [CH:1]([C:4]1[CH:9]=[CH:8][CH:7]=[C:6]([CH:10]([CH3:12])[CH3:11])[C:5]=1[OH:13])([CH3:3])[CH3:2].[OH-].[Na+].Br[CH2:17][Cl:18].